Dataset: Reaction yield outcomes from USPTO patents with 853,638 reactions. Task: Predict the reaction yield, written as a fraction of the theoretical maximum amount of product (1.0 means a 100% yield; for example, 0.34 means a 34% yield). (1) The reactants are [C:1]([O:5][C:6]([N:8]1[CH2:13][C@H:12]([CH2:14][O:15][CH3:16])[NH:11][CH2:10][C@H:9]1[CH3:17])=[O:7])([CH3:4])([CH3:3])[CH3:2].C(=O)([O-])[O-].[K+].[K+].C(#N)C.Br[CH2:28][C:29]([O:31][CH2:32][C:33]1[CH:38]=[CH:37][CH:36]=[CH:35][CH:34]=1)=[O:30]. The catalyst is C(Cl)(Cl)Cl. The product is [C:1]([O:5][C:6]([N:8]1[CH2:13][C@H:12]([CH2:14][O:15][CH3:16])[N:11]([CH2:28][C:29]([O:31][CH2:32][C:33]2[CH:38]=[CH:37][CH:36]=[CH:35][CH:34]=2)=[O:30])[CH2:10][C@H:9]1[CH3:17])=[O:7])([CH3:4])([CH3:3])[CH3:2]. The yield is 0.920. (2) The reactants are C[CH2:2][N:3]([CH:7]([CH3:9])C)[CH:4](C)C.CNC.BrC[C:15]1[CH:20]=[C:19]([N+:21]([O-:23])=[O:22])[CH:18]=C[C:16]=1[F:24].CCOC(C)=O. The catalyst is C1COCC1. The product is [F:24][C:16]1[CH:15]=[CH:20][C:19]([N+:21]([O-:23])=[O:22])=[CH:18][C:9]=1[CH2:7][N:3]([CH3:2])[CH3:4]. The yield is 0.840. (3) The reactants are [C:1]([NH:4][C:5]1[S:9][C:8]2[CH2:10][CH2:11][CH2:12][CH2:13][C:7]=2[C:6]=1[C:14]([O:16][CH2:17][CH3:18])=[O:15])(=[O:3])[CH3:2].[Cr](O[Cr]([O-])(=O)=O)([O-])(=O)=[O:20].[K+].[K+]. The catalyst is C(O)(=O)C. The product is [C:1]([NH:4][C:5]1[S:9][C:8]2[C:10](=[O:20])[CH2:11][CH2:12][CH2:13][C:7]=2[C:6]=1[C:14]([O:16][CH2:17][CH3:18])=[O:15])(=[O:3])[CH3:2]. The yield is 0.390. (4) The reactants are [CH:1]1([N:4]2[C:8]3[C:9]([O:22][C@@H:23]([C@H:25]4[CH2:29][NH:28][C:27](=[O:30])[CH2:26]4)[CH3:24])=[N:10][C:11](B4OC(C)(C)C(C)(C)O4)=[CH:12][C:7]=3[N:6]=[CH:5]2)[CH2:3][CH2:2]1.Br[C:32]1[S:36][C:35]([C:37]([OH:40])([CH3:39])[CH3:38])=[N:34][CH:33]=1.C([O-])([O-])=O.[Na+].[Na+].N#N. The catalyst is C1C=CC([P]([Pd]([P](C2C=CC=CC=2)(C2C=CC=CC=2)C2C=CC=CC=2)([P](C2C=CC=CC=2)(C2C=CC=CC=2)C2C=CC=CC=2)[P](C2C=CC=CC=2)(C2C=CC=CC=2)C2C=CC=CC=2)(C2C=CC=CC=2)C2C=CC=CC=2)=CC=1.C(Cl)Cl.COCCOC. The product is [CH:1]1([N:4]2[C:8]3[C:9]([O:22][C@@H:23]([C@H:25]4[CH2:29][NH:28][C:27](=[O:30])[CH2:26]4)[CH3:24])=[N:10][C:11]([C:32]4[S:36][C:35]([C:37]([OH:40])([CH3:39])[CH3:38])=[N:34][CH:33]=4)=[CH:12][C:7]=3[N:6]=[CH:5]2)[CH2:2][CH2:3]1. The yield is 0.151. (5) The reactants are [CH2:1]([N:3]1[C:12]2[C:7](=[CH:8][C:9]([NH:13][C:14](=[O:22])[CH2:15][CH:16]([CH3:21])[CH2:17][C:18](O)=[O:19])=[CH:10][CH:11]=2)[C:6](=[O:23])[N:5]([CH2:24][CH3:25])[C:4]1=[O:26])[CH3:2].CSC.B.O. The catalyst is C1COCC1. The product is [CH2:1]([N:3]1[C:12]2[C:7](=[CH:8][C:9]([NH:13][C:14](=[O:22])[CH2:15][CH:16]([CH3:21])[CH2:17][CH2:18][OH:19])=[CH:10][CH:11]=2)[C:6](=[O:23])[N:5]([CH2:24][CH3:25])[C:4]1=[O:26])[CH3:2]. The yield is 0.810. (6) The reactants are [NH2:1][C:2]1[CH:3]=[CH:4][C:5]([C:27]([F:30])([F:29])[F:28])=[C:6]([NH:8][C:9]2[N:14]=[C:13]([NH:15][C:16]3[CH:25]=[CH:24][CH:23]=[CH:22][C:17]=3[C:18]([NH:20][CH3:21])=[O:19])[C:12]([Cl:26])=[CH:11][N:10]=2)[CH:7]=1.CCN(C(C)C)C(C)C.[C:40](Cl)(=[O:43])[CH:41]=[CH2:42]. The catalyst is C1COCC1.[Cl-].[Na+].O. The product is [C:40]([NH:1][C:2]1[CH:3]=[CH:4][C:5]([C:27]([F:29])([F:30])[F:28])=[C:6]([NH:8][C:9]2[N:14]=[C:13]([NH:15][C:16]3[CH:25]=[CH:24][CH:23]=[CH:22][C:17]=3[C:18]([NH:20][CH3:21])=[O:19])[C:12]([Cl:26])=[CH:11][N:10]=2)[CH:7]=1)(=[O:43])[CH:41]=[CH2:42]. The yield is 0.143.